Dataset: hERG potassium channel inhibition data for cardiac toxicity prediction from Karim et al.. Task: Regression/Classification. Given a drug SMILES string, predict its toxicity properties. Task type varies by dataset: regression for continuous values (e.g., LD50, hERG inhibition percentage) or binary classification for toxic/non-toxic outcomes (e.g., AMES mutagenicity, cardiotoxicity, hepatotoxicity). Dataset: herg_karim. (1) The drug is Cc1nnc(C(C)C)n1C1CCN(C(C)CC(NC(=O)C2CC(F)(F)C2)c2ccccc2)CC1. The result is 1 (blocker). (2) The drug is CNC(=O)c1ccc2[nH]nc(Cc3ccc4c(cnn4C)c3)c2c1. The result is 0 (non-blocker).